Dataset: Full USPTO retrosynthesis dataset with 1.9M reactions from patents (1976-2016). Task: Predict the reactants needed to synthesize the given product. (1) The reactants are: [ClH:1].[Cl:2][C:3]1[C:8]([F:9])=[CH:7][C:6]([C:10]2[N:11]=[C:12]([N:19]3[CH2:24][CH2:23][CH:22]([CH2:25][C:26]([OH:28])=O)[CH2:21][CH2:20]3)[C:13]3[S:18][CH:17]=[CH:16][C:14]=3[N:15]=2)=[C:5]([F:29])[CH:4]=1.[Cl-].[NH4+:31].C1C=CC2N(O)N=NC=2C=1.CCN=C=NCCCN(C)C. Given the product [Cl:2][C:3]1[C:8]([F:9])=[CH:7][C:6]([C:10]2[N:11]=[C:12]([N:19]3[CH2:24][CH2:23][CH:22]([CH2:25][C:26]([NH:31][Cl:1])=[O:28])[CH2:21][CH2:20]3)[C:13]3[S:18][CH:17]=[CH:16][C:14]=3[N:15]=2)=[C:5]([F:29])[CH:4]=1, predict the reactants needed to synthesize it. (2) Given the product [C:1]1([CH3:9])[CH:6]=[CH:5][CH:4]=[C:3]([N:7]2[C:10](=[O:13])[CH2:18][CH2:17][O:8]2)[CH:2]=1, predict the reactants needed to synthesize it. The reactants are: [C:1]1([CH3:9])[CH:6]=[CH:5][CH:4]=[C:3]([NH:7][OH:8])[CH:2]=1.[C:10](=[O:13])([O-])[O-].[K+].[K+].O.[C:17](OCC)(=O)[CH3:18]. (3) Given the product [C:1]([O:4][C:5]1[CH:10]=[CH:9][C:8]([NH:11][C:12](=[O:14])[CH3:13])=[C:7]([NH:15][CH2:17][C:18]2[CH:23]=[CH:22][C:21]([C:24]3[CH:29]=[CH:28][CH:27]=[CH:26][CH:25]=3)=[CH:20][C:19]=2[Cl:30])[CH:6]=1)(=[O:3])[CH3:2], predict the reactants needed to synthesize it. The reactants are: [C:1]([O:4][C:5]1[CH:10]=[CH:9][C:8]([NH:11][C:12](=[O:14])[CH3:13])=[C:7]([NH2:15])[CH:6]=1)(=[O:3])[CH3:2].Br[CH2:17][C:18]1[CH:23]=[CH:22][C:21]([C:24]2[CH:29]=[CH:28][CH:27]=[CH:26][CH:25]=2)=[CH:20][C:19]=1[Cl:30].C(=O)([O-])[O-].[K+].[K+]. (4) Given the product [C:1]([O:5][C:6]([N:8]1[CH2:13][CH2:12][CH:11]([CH:14]2[O:23][C:17]3=[CH:18][N:19]=[C:20]([C:32]4[CH:37]=[N:36][C:35]([C:38]#[N:39])=[CH:34][CH:33]=4)[CH:21]=[C:16]3[CH2:15]2)[CH2:10][CH2:9]1)=[O:7])([CH3:4])([CH3:3])[CH3:2], predict the reactants needed to synthesize it. The reactants are: [C:1]([O:5][C:6]([N:8]1[CH2:13][CH2:12][CH:11]([CH:14]2[O:23][C:17]3=[CH:18][N:19]=[C:20](Cl)[CH:21]=[C:16]3[CH2:15]2)[CH2:10][CH2:9]1)=[O:7])([CH3:4])([CH3:3])[CH3:2].CC1(C)C(C)(C)OB([C:32]2[CH:33]=[CH:34][C:35]([C:38]#[N:39])=[N:36][CH:37]=2)O1. (5) Given the product [Cl:3][CH2:6][C:7]1[CH:11]=[C:10]([C:12]2[CH:17]=[CH:16][C:15]([CH3:18])=[CH:14][CH:13]=2)[N:9]([C:19]2[CH:24]=[CH:23][C:22]([S:25]([NH2:28])(=[O:27])=[O:26])=[CH:21][CH:20]=2)[N:8]=1.[Cl:3][CH2:31][CH2:30][CH2:29][CH2:33][O:5][CH2:6][C:7]1[CH:11]=[C:10]([C:12]2[CH:13]=[CH:14][C:15]([CH3:18])=[CH:16][CH:17]=2)[N:9]([C:19]2[CH:24]=[CH:23][C:22]([S:25]([NH2:28])(=[O:26])=[O:27])=[CH:21][CH:20]=2)[N:8]=1, predict the reactants needed to synthesize it. The reactants are: S(Cl)([Cl:3])=O.[OH:5][CH2:6][C:7]1[CH:11]=[C:10]([C:12]2[CH:17]=[CH:16][C:15]([CH3:18])=[CH:14][CH:13]=2)[N:9]([C:19]2[CH:24]=[CH:23][C:22]([S:25]([NH2:28])(=[O:27])=[O:26])=[CH:21][CH:20]=2)[N:8]=1.[CH2:29]1[CH2:33]O[CH2:31][CH2:30]1. (6) The reactants are: [OH:1][C:2]1[CH:3]=[C:4]2[C:8](=[CH:9][CH:10]=1)[CH2:7][C@H:6]([NH:11][S:12]([CH:15]([CH3:17])[CH3:16])(=[O:14])=[O:13])[CH2:5]2.[N:18]1[CH:23]=[CH:22][CH:21]=[C:20]([CH2:24][CH2:25][CH2:26]O)[CH:19]=1.N(C(OC(C)C)=O)=NC(OC(C)C)=O.C1(P(C2C=CC=CC=2)C2C=CC=CC=2)C=CC=CC=1. Given the product [N:18]1[CH:23]=[CH:22][CH:21]=[C:20]([CH2:24][CH2:25][CH2:26][O:1][C:2]2[CH:3]=[C:4]3[C:8](=[CH:9][CH:10]=2)[CH2:7][C@H:6]([NH:11][S:12]([CH:15]([CH3:17])[CH3:16])(=[O:14])=[O:13])[CH2:5]3)[CH:19]=1, predict the reactants needed to synthesize it. (7) The reactants are: Cl[CH2:2][CH2:3][C:4]1[CH:9]=[CH:8][C:7]([N:10]2[C:14]3[CH:15]=[CH:16][C:17]([O:19]C)=[CH:18][C:13]=3[N:12]=[C:11]2[CH2:21][CH3:22])=[CH:6][CH:5]=1.[OH-].[Na+].[BrH:25]. Given the product [Br:25][CH2:2][CH2:3][C:4]1[CH:9]=[CH:8][C:7]([N:10]2[C:14]3[CH:15]=[CH:16][C:17]([OH:19])=[CH:18][C:13]=3[N:12]=[C:11]2[CH2:21][CH3:22])=[CH:6][CH:5]=1, predict the reactants needed to synthesize it. (8) Given the product [CH:4]1([N:7]([CH2:40][C:41]2[CH:42]=[C:43]([O:52][CH2:60][CH2:59][C:54]3[CH:55]=[CH:56][CH:57]=[CH:58][N:53]=3)[CH:44]=[C:45]([CH2:47][CH2:48][CH2:49][O:50][CH3:51])[CH:46]=2)[C:8](=[O:39])[CH:9]([CH2:19][C:20]2[CH:25]=[CH:24][C:23]([O:26][CH2:27][CH2:28][O:29][C:30]3[C:35]([Cl:36])=[CH:34][C:33]([CH3:37])=[CH:32][C:31]=3[Cl:38])=[CH:22][CH:21]=2)[CH2:10][NH:11][C:12](=[O:18])[O:13][C:14]([CH3:16])([CH3:17])[CH3:15])[CH2:5][CH2:6]1, predict the reactants needed to synthesize it. The reactants are: C1([C:4]2([N:7]([CH2:40][C:41]3[CH:46]=[C:45]([CH2:47][CH2:48][CH2:49][O:50][CH3:51])[CH:44]=[C:43]([OH:52])[CH:42]=3)[C:8](=[O:39])[CH:9]([CH2:19][C:20]3[CH:25]=[CH:24][C:23]([O:26][CH2:27][CH2:28][O:29][C:30]4[C:35]([Cl:36])=[CH:34][C:33]([CH3:37])=[CH:32][C:31]=4[Cl:38])=[CH:22][CH:21]=3)[CH2:10][NH:11][C:12](=[O:18])[O:13][C:14]([CH3:17])([CH3:16])[CH3:15])[CH2:6][CH2:5]2)CC1.[N:53]1[CH:58]=[CH:57][CH:56]=[CH:55][C:54]=1[CH2:59][CH2:60]O.N(C(N1CCCCC1)=O)=NC(N1CCCCC1)=O.C(P(CCCC)CCCC)CCC.